From a dataset of Forward reaction prediction with 1.9M reactions from USPTO patents (1976-2016). Predict the product of the given reaction. (1) Given the reactants [F:1][CH:2]([F:11])[O:3][C:4]1[CH:9]=[CH:8][C:7](I)=[CH:6][CH:5]=1.[CH3:12][C:13]1([CH3:29])[C:17]([CH3:19])([CH3:18])[O:16][B:15]([B:15]2[O:16][C:17]([CH3:19])([CH3:18])[C:13]([CH3:29])([CH3:12])[O:14]2)[O:14]1.C(O[K])(C)=O, predict the reaction product. The product is: [F:1][CH:2]([F:11])[O:3][C:4]1[CH:9]=[CH:8][C:7]([B:15]2[O:16][C:17]([CH3:19])([CH3:18])[C:13]([CH3:29])([CH3:12])[O:14]2)=[CH:6][CH:5]=1. (2) Given the reactants [NH2:1][C:2]1[CH:7]=[CH:6][C:5]([O:8][CH3:9])=[CH:4][C:3]=1[NH:10][CH2:11][CH2:12][OH:13].[CH:14](O)=O.C([O-])(O)=O.[Na+], predict the reaction product. The product is: [CH3:9][O:8][C:5]1[CH:6]=[CH:7][C:2]2[N:1]=[CH:14][N:10]([CH2:11][CH2:12][OH:13])[C:3]=2[CH:4]=1.